From a dataset of Reaction yield outcomes from USPTO patents with 853,638 reactions. Predict the reaction yield, written as a fraction of the theoretical maximum amount of product (1.0 means a 100% yield; for example, 0.34 means a 34% yield). (1) The reactants are Br[Zn][CH2:3][C:4]([O:6][CH2:7][CH3:8])=[O:5].[C:9]1([CH3:17])[CH:14]=[CH:13][C:12]([C:15]#N)=[CH:11][CH:10]=1.Cl.C(OCC)(=[O:21])C. The catalyst is C1COCC1. The product is [CH3:17][C:9]1[CH:14]=[CH:13][C:12]([C:15](=[O:21])[CH2:3][C:4]([O:6][CH2:7][CH3:8])=[O:5])=[CH:11][CH:10]=1. The yield is 0.910. (2) The reactants are [CH3:1][O:2][C:3]1[CH:12]=[C:11]2[C:6]([CH2:7][CH2:8][CH:9]=[C:10]2[CH2:13][C:14]#[N:15])=[CH:5][CH:4]=1.C(OCC=C)(=O)C(C)=C. The catalyst is C1(C)C=CC=CC=1.[Pd]. The product is [CH3:1][O:2][C:3]1[CH:12]=[C:11]2[C:6]([CH:7]=[CH:8][CH:9]=[C:10]2[CH2:13][C:14]#[N:15])=[CH:5][CH:4]=1. The yield is 0.910. (3) The reactants are [C:1]([NH:4][CH:5]([C:10]([C:12]1[CH:17]=[CH:16][CH:15]=[C:14]([CH2:18][O:19][CH3:20])[CH:13]=1)=[O:11])[C:6]([O:8][CH3:9])=[O:7])(=O)C.O=P(Cl)(Cl)Cl.O.[OH-].[Na+]. The catalyst is C1(C)C=CC=CC=1. The product is [CH3:20][O:19][CH2:18][C:14]1[CH:13]=[C:12]([C:10]2[O:11][CH:1]=[N:4][C:5]=2[C:6]([O:8][CH3:9])=[O:7])[CH:17]=[CH:16][CH:15]=1. The yield is 0.940.